The task is: Regression. Given two drug SMILES strings and cell line genomic features, predict the synergy score measuring deviation from expected non-interaction effect.. This data is from NCI-60 drug combinations with 297,098 pairs across 59 cell lines. (1) Cell line: SK-MEL-28. Drug 2: N.N.Cl[Pt+2]Cl. Drug 1: C1CC(C1)(C(=O)O)C(=O)O.[NH2-].[NH2-].[Pt+2]. Synergy scores: CSS=18.9, Synergy_ZIP=1.53, Synergy_Bliss=2.45, Synergy_Loewe=2.39, Synergy_HSA=2.80. (2) Cell line: MDA-MB-435. Synergy scores: CSS=13.0, Synergy_ZIP=-3.44, Synergy_Bliss=1.16, Synergy_Loewe=-3.70, Synergy_HSA=-0.279. Drug 2: C1CCC(CC1)NC(=O)N(CCCl)N=O. Drug 1: C1CN1C2=NC(=NC(=N2)N3CC3)N4CC4.